Dataset: Peptide-MHC class I binding affinity with 185,985 pairs from IEDB/IMGT. Task: Regression. Given a peptide amino acid sequence and an MHC pseudo amino acid sequence, predict their binding affinity value. This is MHC class I binding data. The peptide sequence is FLGQADFSL. The MHC is HLA-A02:12 with pseudo-sequence HLA-A02:12. The binding affinity (normalized) is 1.00.